Dataset: Peptide-MHC class II binding affinity with 134,281 pairs from IEDB. Task: Regression. Given a peptide amino acid sequence and an MHC pseudo amino acid sequence, predict their binding affinity value. This is MHC class II binding data. (1) The peptide sequence is TISSYFVGKMYFN. The MHC is DRB1_1501 with pseudo-sequence DRB1_1501. The binding affinity (normalized) is 0.385. (2) The peptide sequence is PPLYATGRLSQAQLMPSPPM. The MHC is DRB1_0404 with pseudo-sequence DRB1_0404. The binding affinity (normalized) is 0.375. (3) The binding affinity (normalized) is 0.191. The peptide sequence is DAQSAQSQCRTFRGR. The MHC is H-2-IEd with pseudo-sequence H-2-IEd. (4) The peptide sequence is PNTDGIHIGDSSKVT. The MHC is DRB1_1101 with pseudo-sequence DRB1_1101. The binding affinity (normalized) is 0.